Predict the reaction yield, written as a fraction of the theoretical maximum amount of product (1.0 means a 100% yield; for example, 0.34 means a 34% yield). From a dataset of Reaction yield outcomes from USPTO patents with 853,638 reactions. (1) The reactants are [CH2:1]([C:5]1[NH:10][C:9](=[O:11])[CH:8]=[C:7]([CH3:12])[N:6]=1)[CH2:2][CH2:3][CH3:4].Br[CH2:14][C:15]1[CH:20]=[CH:19][C:18]([C:21]2[C:22]([C:27]#[N:28])=[CH:23][CH:24]=[CH:25][CH:26]=2)=[CH:17][CH:16]=1.C(=O)([O-])[O-].[Cs+].[Cs+]. The catalyst is C(#N)C. The product is [CH2:1]([C:5]1[N:10]([CH2:14][C:15]2[CH:16]=[CH:17][C:18]([C:21]3[C:22]([C:27]#[N:28])=[CH:23][CH:24]=[CH:25][CH:26]=3)=[CH:19][CH:20]=2)[C:9](=[O:11])[CH:8]=[C:7]([CH3:12])[N:6]=1)[CH2:2][CH2:3][CH3:4]. The yield is 0.290. (2) The reactants are [CH2:1]([S:8][C:9]1[CH:10]=[CH:11][C:12]([NH:22][C:23]2[CH:28]=[C:27]([Cl:29])[C:26]([Br:30])=[CH:25][C:24]=2[O:31][CH3:32])=[C:13](/[CH:15]=[CH:16]/[C:17](OCC)=[O:18])[CH:14]=1)[C:2]1[CH:7]=[CH:6][CH:5]=[CH:4][CH:3]=1.C[O-].[Na+]. The catalyst is CO. The product is [CH2:1]([S:8][C:9]1[CH:14]=[C:13]2[C:12](=[CH:11][CH:10]=1)[N:22]([C:23]1[CH:28]=[C:27]([Cl:29])[C:26]([Br:30])=[CH:25][C:24]=1[O:31][CH3:32])[C:17](=[O:18])[CH:16]=[CH:15]2)[C:2]1[CH:3]=[CH:4][CH:5]=[CH:6][CH:7]=1. The yield is 0.750.